From a dataset of Full USPTO retrosynthesis dataset with 1.9M reactions from patents (1976-2016). Predict the reactants needed to synthesize the given product. Given the product [Cl:1][C:2]1[CH:3]=[C:4]([CH:12]([CH2:17][C@H:18]2[CH2:38][CH2:37][C:20]3([O:21][C@H:22]([C:31]4[CH:36]=[CH:35][CH:34]=[CH:33][CH:32]=4)[C@@H:23]([C:25]4[CH:26]=[CH:27][CH:28]=[CH:29][CH:30]=4)[O:24]3)[CH2:19]2)[C:13](=[O:16])[CH2:14][CH2:15][C:52]([C:50]2[S:51][C:47]([CH2:46][O:45][CH:40]3[CH2:41][CH2:42][CH2:43][CH2:44][O:39]3)=[CH:48][N:49]=2)=[O:53])[CH:5]=[CH:6][C:7]=1[S:8]([CH3:11])(=[O:9])=[O:10], predict the reactants needed to synthesize it. The reactants are: [Cl:1][C:2]1[CH:3]=[C:4]([CH:12]([CH2:17][C@H:18]2[CH2:38][CH2:37][C:20]3([O:24][C@H:23]([C:25]4[CH:30]=[CH:29][CH:28]=[CH:27][CH:26]=4)[C@@H:22]([C:31]4[CH:36]=[CH:35][CH:34]=[CH:33][CH:32]=4)[O:21]3)[CH2:19]2)[C:13](=[O:16])[CH:14]=[CH2:15])[CH:5]=[CH:6][C:7]=1[S:8]([CH3:11])(=[O:10])=[O:9].[O:39]1[CH2:44][CH2:43][CH2:42][CH2:41][CH:40]1[O:45][CH2:46][C:47]1[S:51][C:50]([CH:52]=[O:53])=[N:49][CH:48]=1.C(N(CC)CC)C.